This data is from Reaction yield outcomes from USPTO patents with 853,638 reactions. The task is: Predict the reaction yield, written as a fraction of the theoretical maximum amount of product (1.0 means a 100% yield; for example, 0.34 means a 34% yield). The reactants are [N:1]1([C:11](=[O:23])[CH2:12][S:13][C:14]2[S:15][C:16]3[CH:21]=[CH:20][N:19]=[CH:18][C:17]=3[N:22]=2)[C:10]2[C:5](=[CH:6][CH:7]=[CH:8][CH:9]=2)[CH2:4][CH2:3][CH2:2]1.[ClH:24]. The catalyst is CCOCC.CCO. The product is [ClH:24].[N:1]1([C:11](=[O:23])[CH2:12][S:13][C:14]2[S:15][C:16]3[CH:21]=[CH:20][N:19]=[CH:18][C:17]=3[N:22]=2)[C:10]2[C:5](=[CH:6][CH:7]=[CH:8][CH:9]=2)[CH2:4][CH2:3][CH2:2]1. The yield is 0.770.